From a dataset of Reaction yield outcomes from USPTO patents with 853,638 reactions. Predict the reaction yield, written as a fraction of the theoretical maximum amount of product (1.0 means a 100% yield; for example, 0.34 means a 34% yield). (1) The reactants are [CH3:1][O:2][C:3]([C@@H:5]1[C@@H:10]2[CH2:11][C@@H:7]([CH:8]=[CH:9]2)[C@@H:6]1C(O)=O)=[O:4].C([N:17](CC)CC)C.Cl[C:23]([O:25][CH2:26][CH3:27])=[O:24].[N-]=[N+]=[N-].[Na+].[CH2:32](O)[C:33]1C=C[CH:36]=[CH:35][CH:34]=1. The catalyst is O1CCCC1.O.C1C=CC=CC=1.ClCCl. The product is [CH2:26]([O:25][C:23]([NH:17][C@H:6]1[C@H:7]2[CH2:11][C@H:10]([CH:9]=[CH:8]2)[C@H:5]1[C:3]([O:2][CH3:1])=[O:4])=[O:24])[C:27]1[CH:36]=[CH:35][CH:34]=[CH:33][CH:32]=1. The yield is 0.770. (2) The reactants are [NH2:1][C:2]1[CH:7]=[CH:6][N:5]=[CH:4][N:3]=1.C1N2CCN(CC2)C1.[O:16]=[C:17]1[CH2:22][N:21]([C:23](=[O:28])[C:24]([F:27])([F:26])[F:25])[CH2:20][CH2:19][N:18]1[C:29]1[CH:34]=[CH:33][C:32]([S:35](Cl)(=[O:37])=[O:36])=[CH:31][CH:30]=1. The catalyst is C(#N)C. The product is [O:16]=[C:17]1[CH2:22][N:21]([C:23](=[O:28])[C:24]([F:26])([F:25])[F:27])[CH2:20][CH2:19][N:18]1[C:29]1[CH:30]=[CH:31][C:32]([S:35]([NH:1][C:2]2[CH:7]=[CH:6][N:5]=[CH:4][N:3]=2)(=[O:37])=[O:36])=[CH:33][CH:34]=1. The yield is 0.470. (3) The reactants are [CH2:1]([O:3][C:4](=[O:16])[CH2:5][C:6]1[C:14]2[C:9](=[CH:10][C:11]([Br:15])=[CH:12][CH:13]=2)[NH:8][CH:7]=1)[CH3:2].[CH3:17][C:18]([O:21][C:22](O[C:22]([O:21][C:18]([CH3:20])([CH3:19])[CH3:17])=[O:23])=[O:23])([CH3:20])[CH3:19]. The catalyst is C1COCC1.CN(C1C=CN=CC=1)C. The product is [C:18]([O:21][C:22]([N:8]1[C:9]2[C:14](=[CH:13][CH:12]=[C:11]([Br:15])[CH:10]=2)[C:6]([CH2:5][C:4]([O:3][CH2:1][CH3:2])=[O:16])=[CH:7]1)=[O:23])([CH3:20])([CH3:19])[CH3:17]. The yield is 0.770. (4) The reactants are Br[C:2]1[C:7]2[C:8](=[O:24])[N:9]3[CH2:16][CH2:15][N:14]([C:17]([O:19][C:20]([CH3:23])([CH3:22])[CH3:21])=[O:18])[CH2:13][CH:10]3[CH2:11][O:12][C:6]=2[CH:5]=[CH:4][CH:3]=1.[F:25][C:26]1[CH:31]=[CH:30][CH:29]=[CH:28][C:27]=1B(O)O.C(=O)([O-])[O-].[K+].[K+].O. The catalyst is O1CCOCC1.O.Cl[Pd](Cl)([P](C1C=CC=CC=1)(C1C=CC=CC=1)C1C=CC=CC=1)[P](C1C=CC=CC=1)(C1C=CC=CC=1)C1C=CC=CC=1. The product is [F:25][C:26]1[CH:31]=[CH:30][CH:29]=[CH:28][C:27]=1[C:2]1[C:7]2[C:8](=[O:24])[N:9]3[CH2:16][CH2:15][N:14]([C:17]([O:19][C:20]([CH3:23])([CH3:22])[CH3:21])=[O:18])[CH2:13][CH:10]3[CH2:11][O:12][C:6]=2[CH:5]=[CH:4][CH:3]=1. The yield is 0.770. (5) The reactants are [CH3:1][C@:2]12[C@@:19]3([CH3:20])[C@@H:10]([C@:11]4([CH3:42])[C@@H:16]([CH2:17][CH2:18]3)[C:15]([CH3:22])([CH3:21])[C:14]([C:23]3[CH2:41][C:25]5([CH2:28][C:27]([C:35]([O:37]C(C)C)=[O:36])([C:29]([O:31]C(C)C)=[O:30])[CH2:26]5)[CH:24]=3)=[CH:13][CH2:12]4)[CH2:9][CH2:8][C@@H:7]1[C@H:6]1[C@H:43]([C:46]([CH3:48])=[CH2:47])[CH2:44][CH2:45][C@:5]1([NH:49][CH2:50][CH2:51][N:52]([C:60]1[CH:65]=[CH:64][CH:63]=[CH:62][CH:61]=1)[S:53]([C:56]([F:59])([F:58])[F:57])(=[O:55])=[O:54])[CH2:4][CH2:3]2.[OH-].[Na+].Cl. The catalyst is O1CCOCC1.CO. The product is [CH3:1][C@:2]12[C@@:19]3([CH3:20])[C@@H:10]([C@:11]4([CH3:42])[C@@H:16]([CH2:17][CH2:18]3)[C:15]([CH3:21])([CH3:22])[C:14]([C:23]3[CH2:41][C:25]5([CH2:26][C:27]([C:35]([OH:37])=[O:36])([C:29]([OH:31])=[O:30])[CH2:28]5)[CH:24]=3)=[CH:13][CH2:12]4)[CH2:9][CH2:8][C@@H:7]1[C@H:6]1[C@H:43]([C:46]([CH3:48])=[CH2:47])[CH2:44][CH2:45][C@:5]1([NH:49][CH2:50][CH2:51][N:52]([C:60]1[CH:61]=[CH:62][CH:63]=[CH:64][CH:65]=1)[S:53]([C:56]([F:57])([F:58])[F:59])(=[O:55])=[O:54])[CH2:4][CH2:3]2. The yield is 0.420. (6) The reactants are [NH2:1][C:2]1[CH:3]=[C:4]([B:10]([OH:12])[OH:11])[CH:5]=[CH:6][C:7]=1[O:8][CH3:9].CCN(CC)CC.[CH3:20][S:21](Cl)(=[O:23])=[O:22]. The catalyst is C(Cl)Cl. The product is [CH3:9][O:8][C:7]1[CH:6]=[CH:5][C:4]([B:10]([OH:12])[OH:11])=[CH:3][C:2]=1[NH:1][S:21]([CH3:20])(=[O:23])=[O:22]. The yield is 0.960. (7) The reactants are [Mg].Br[CH2:3][CH2:4][CH:5]([CH3:7])[CH3:6].[CH2:8]([C:15]1[CH:20]=[C:19]([C:21]#N)[CH:18]=[CH:17][N:16]=1)[C:9]1[CH:14]=[CH:13][CH:12]=[CH:11][CH:10]=1.Cl.[OH-:24].[Na+]. The catalyst is BrC=CBr.CCOCC. The product is [CH2:8]([C:15]1[CH:20]=[C:19]([C:21](=[O:24])[CH2:3][CH2:4][CH:5]([CH3:7])[CH3:6])[CH:18]=[CH:17][N:16]=1)[C:9]1[CH:14]=[CH:13][CH:12]=[CH:11][CH:10]=1. The yield is 0.580.